Dataset: Reaction yield outcomes from USPTO patents with 853,638 reactions. Task: Predict the reaction yield, written as a fraction of the theoretical maximum amount of product (1.0 means a 100% yield; for example, 0.34 means a 34% yield). (1) The reactants are [CH3:1][NH2:2].CO[C:5]([C:7]1[N:8]=[C:9]([CH:12]([OH:37])[CH2:13][CH:14]([N:18]([CH3:36])[C:19](=[O:35])[CH:20]([NH:25][C:26]([CH:28]2[CH2:33][CH2:32][CH2:31][CH2:30][N:29]2[CH3:34])=[O:27])[CH:21]([CH3:24])[CH2:22][CH3:23])[CH:15]([CH3:17])[CH3:16])[S:10][CH:11]=1)=[O:6]. The catalyst is C1COCC1.CO. The product is [OH:37][CH:12]([C:9]1[S:10][CH:11]=[C:7]([C:5](=[O:6])[NH:2][CH3:1])[N:8]=1)[CH2:13][CH:14]([N:18]([CH3:36])[C:19]([CH:20]([NH:25][C:26]([CH:28]1[CH2:33][CH2:32][CH2:31][CH2:30][N:29]1[CH3:34])=[O:27])[CH:21]([CH3:24])[CH2:22][CH3:23])=[O:35])[CH:15]([CH3:16])[CH3:17]. The yield is 0.520. (2) The reactants are [F:1][C:2]1([F:16])[CH2:5][N:4]([CH2:6][C:7]2[N:11]([CH3:12])[N:10]=[C:9]([N+:13]([O-])=O)[CH:8]=2)[CH2:3]1. The catalyst is C(O)C. The product is [F:16][C:2]1([F:1])[CH2:5][N:4]([CH2:6][C:7]2[N:11]([CH3:12])[N:10]=[C:9]([NH2:13])[CH:8]=2)[CH2:3]1. The yield is 1.00. (3) The reactants are [Cl:1][C:2]1[CH:7]=[CH:6][N:5]=[C:4]2[NH:8][CH:9]=[C:10]([C:11]([OH:13])=O)[C:3]=12.Cl.[NH2:15][CH2:16][C:17]1([OH:25])[CH2:22][CH2:21][C:20]([F:24])([F:23])[CH2:19][CH2:18]1.Cl.CN(C)CCCN=C=NCC.N1(O)C2C=CC=CC=2N=N1.C(N(C(C)C)C(C)C)C. The catalyst is CN(C=O)C. The product is [Cl:1][C:2]1[CH:7]=[CH:6][N:5]=[C:4]2[NH:8][CH:9]=[C:10]([C:11]([NH:15][CH2:16][C:17]3([OH:25])[CH2:18][CH2:19][C:20]([F:24])([F:23])[CH2:21][CH2:22]3)=[O:13])[C:3]=12. The yield is 0.820. (4) The reactants are [N:1]([CH2:4][C:5]1[C:9]([C:10]2[CH:14]=[CH:13][S:12][CH:11]=2)=[C:8]([C:15]2[CH:20]=[C:19]([CH:21]([CH3:23])[CH3:22])[C:18]([O:24][CH2:25][C:26]3[CH:31]=[CH:30][CH:29]=[CH:28][CH:27]=3)=[CH:17][C:16]=2[O:32][CH2:33][C:34]2[CH:39]=[CH:38][CH:37]=[CH:36][CH:35]=2)[O:7][N:6]=1)=[N+:2]=[N-:3].[C:40](OC=C)(=O)[CH3:41]. No catalyst specified. The product is [N:1]1([CH2:4][C:5]2[C:9]([C:10]3[CH:14]=[CH:13][S:12][CH:11]=3)=[C:8]([C:15]3[CH:20]=[C:19]([CH:21]([CH3:23])[CH3:22])[C:18]([O:24][CH2:25][C:26]4[CH:27]=[CH:28][CH:29]=[CH:30][CH:31]=4)=[CH:17][C:16]=3[O:32][CH2:33][C:34]3[CH:39]=[CH:38][CH:37]=[CH:36][CH:35]=3)[O:7][N:6]=2)[CH:41]=[CH:40][N:3]=[N:2]1. The yield is 0.880. (5) The reactants are [CH:1]([C@@H:14]1[O:19][CH2:18][C@@H:17](OS(C)(=O)=O)[CH2:16][CH2:15]1)([C:8]1[CH:13]=[CH:12][CH:11]=[CH:10][CH:9]=1)[C:2]1[CH:7]=[CH:6][CH:5]=[CH:4][CH:3]=1.[N-:25]=[N+:26]=[N-:27].[Na+]. The catalyst is CN(C=O)C. The product is [N:25]([C@H:17]1[CH2:16][CH2:15][C@@H:14]([CH:1]([C:8]2[CH:13]=[CH:12][CH:11]=[CH:10][CH:9]=2)[C:2]2[CH:7]=[CH:6][CH:5]=[CH:4][CH:3]=2)[O:19][CH2:18]1)=[N+:26]=[N-:27]. The yield is 0.920. (6) The reactants are [F:1][C:2]1[CH:7]=[C:6]([F:8])[CH:5]=[CH:4][C:3]=1[N:9]1[CH:18]([CH2:19][CH2:20][C:21]([N:23]2[CH2:28][CH2:27][N:26](C(OC(C)(C)C)=O)[CH2:25][CH2:24]2)=[O:22])[C:17]2[C:13]3=[C:14]([C:36](=[O:40])[N:37]([CH3:39])[CH:38]=[C:12]3[C:11]3[CH:41]=[C:42]([CH2:45][S:46]([CH3:49])(=[O:48])=[O:47])[CH:43]=[CH:44][C:10]1=3)[NH:15][CH:16]=2.FC(F)(F)C(O)=O. The catalyst is ClCCl. The product is [F:1][C:2]1[CH:7]=[C:6]([F:8])[CH:5]=[CH:4][C:3]=1[N:9]1[CH:18]([CH2:19][CH2:20][C:21](=[O:22])[N:23]2[CH2:28][CH2:27][NH:26][CH2:25][CH2:24]2)[C:17]2[C:13]3=[C:14]([C:36](=[O:40])[N:37]([CH3:39])[CH:38]=[C:12]3[C:11]3[CH:41]=[C:42]([CH2:45][S:46]([CH3:49])(=[O:47])=[O:48])[CH:43]=[CH:44][C:10]1=3)[NH:15][CH:16]=2. The yield is 0.530.